Dataset: Forward reaction prediction with 1.9M reactions from USPTO patents (1976-2016). Task: Predict the product of the given reaction. (1) Given the reactants [C:1]([CH:5]1[CH2:10][CH2:9][NH:8][CH2:7][CH2:6]1)([CH3:4])([CH3:3])[CH3:2].Br[CH2:12][C:13]1[N:14]([CH3:29])[C:15]2[C:20]([N:21]=1)=[C:19]([N:22]1[CH2:27][CH2:26][O:25][CH2:24][CH2:23]1)[N:18]=[C:17]([Cl:28])[N:16]=2, predict the reaction product. The product is: [C:1]([CH:5]1[CH2:10][CH2:9][N:8]([CH2:12][C:13]2[N:14]([CH3:29])[C:15]3[C:20]([N:21]=2)=[C:19]([N:22]2[CH2:23][CH2:24][O:25][CH2:26][CH2:27]2)[N:18]=[C:17]([Cl:28])[N:16]=3)[CH2:7][CH2:6]1)([CH3:4])([CH3:3])[CH3:2]. (2) Given the reactants [CH3:1][C:2]1[CH:32]=[CH:31][C:5]([C:6]([NH:8][C:9]2[C:18]3[C:17]([S:19]([OH:22])(=[O:21])=[O:20])=[CH:16][C:15]([S:23]([OH:26])(=[O:25])=[O:24])=[CH:14][C:13]=3[C:12]([S:27]([OH:30])(=[O:29])=[O:28])=[CH:11][CH:10]=2)=[O:7])=[CH:4][C:3]=1[N+:33]([O-])=O, predict the reaction product. The product is: [NH2:33][C:3]1[CH:4]=[C:5]([CH:31]=[CH:32][C:2]=1[CH3:1])[C:6]([NH:8][C:9]1[C:18]2[C:17]([S:19]([OH:22])(=[O:21])=[O:20])=[CH:16][C:15]([S:23]([OH:26])(=[O:24])=[O:25])=[CH:14][C:13]=2[C:12]([S:27]([OH:30])(=[O:29])=[O:28])=[CH:11][CH:10]=1)=[O:7]. (3) Given the reactants CC(C)(OC([NH:7][C@H:8]([CH2:21][C:22]1[CH:27]=[C:26]([F:28])[CH:25]=[CH:24][C:23]=1[F:29])[CH2:9][C:10]([N:12]1[CH2:17][CH2:16][N:15]2[CH:18]=[CH:19][N:20]=[C:14]2[CH2:13]1)=[O:11])=O)C.[ClH:31], predict the reaction product. The product is: [ClH:31].[ClH:31].[NH2:7][C@H:8]([CH2:21][C:22]1[CH:27]=[C:26]([F:28])[CH:25]=[CH:24][C:23]=1[F:29])[CH2:9][C:10]([N:12]1[CH2:17][CH2:16][N:15]2[CH:18]=[CH:19][N:20]=[C:14]2[CH2:13]1)=[O:11]. (4) Given the reactants [OH:1][CH:2]=[C:3]1[CH2:8][CH2:7][CH2:6][CH:5]([CH3:9])[C:4]1=[O:10].C(=O)([O-])[O-].[K+].[K+].I[CH:18]([CH3:20])[CH3:19], predict the reaction product. The product is: [CH:18]([O:1][CH:2]=[C:3]1[CH2:8][CH2:7][CH2:6][CH:5]([CH3:9])[C:4]1=[O:10])([CH3:20])[CH3:19].